This data is from Full USPTO retrosynthesis dataset with 1.9M reactions from patents (1976-2016). The task is: Predict the reactants needed to synthesize the given product. (1) Given the product [Br:8][C:5]1[CH:6]=[CH:7][C:2]([CH2:13][C:12]2[C:11]([F:10])=[CH:18][CH:17]=[CH:16][C:15]=2[F:19])=[N:3][CH:4]=1, predict the reactants needed to synthesize it. The reactants are: Br[C:2]1[CH:7]=[CH:6][C:5]([Br:8])=[CH:4][N:3]=1.[Br-].[F:10][C:11]1[CH:18]=[CH:17][CH:16]=[C:15]([F:19])[C:12]=1[CH2:13][Zn+]. (2) Given the product [CH2:1]([O:3][C:4]([C:6]1[O:10][N:9]=[C:8](/[CH:11]=[CH:40]/[C:39]2[C:35]([CH2:31][CH2:32][CH2:33][CH3:34])=[N:36][O:37][C:38]=2[CH3:42])[CH:7]=1)=[O:5])[CH3:2], predict the reactants needed to synthesize it. The reactants are: [CH2:1]([O:3][C:4]([C:6]1[O:10][N:9]=[C:8]([C:11](C2C=CC=CC=2)(C2C=CC=CC=2)[PH2]=O)[CH:7]=1)=[O:5])[CH3:2].[Li]CCCC.[CH2:31]([C:35]1[C:39]([CH:40]=O)=[C:38]([CH3:42])[O:37][N:36]=1)[CH2:32][CH2:33][CH3:34]. (3) The reactants are: Cl[C:2]1[CH:7]=[N:6][CH:5]=[C:4]([Cl:8])[N:3]=1.[CH3:9][C:10]([CH3:13])([O-:12])[CH3:11].[K+]. Given the product [C:10]([O:12][C:2]1[CH:7]=[N:6][CH:5]=[C:4]([Cl:8])[N:3]=1)([CH3:13])([CH3:11])[CH3:9], predict the reactants needed to synthesize it. (4) Given the product [NH2:1][C:2]1[CH:7]=[CH:6][C:5]([Br:8])=[CH:4][C:3]=1[O:9][CH2:11][C:12]([C:14]1[CH:19]=[CH:18][CH:17]=[CH:16][C:15]=1[Cl:20])=[O:13], predict the reactants needed to synthesize it. The reactants are: [NH2:1][C:2]1[CH:7]=[CH:6][C:5]([Br:8])=[CH:4][C:3]=1[OH:9].Br[CH2:11][C:12]([C:14]1[CH:19]=[CH:18][CH:17]=[CH:16][C:15]=1[Cl:20])=[O:13].C([O-])([O-])=O.[Cs+].[Cs+]. (5) Given the product [F:9][C:10]([F:14])([F:13])[CH2:11][O:1][C:2]1[CH:3]=[C:4]([CH3:8])[CH:5]=[CH:6][CH:7]=1, predict the reactants needed to synthesize it. The reactants are: [OH:1][C:2]1[CH:3]=[C:4]([CH3:8])[CH:5]=[CH:6][CH:7]=1.[F:9][C:10]([F:14])([F:13])[CH2:11]I.C(=O)([O-])[O-].[K+].[K+]. (6) Given the product [F:17][C:18]1[CH:19]=[CH:20][C:21]([C:24]([N:26]2[CH2:27][CH2:28][N:29]([C:32]3[CH:37]=[CH:36][C:35]([O:38][CH:59]4[CH2:64][CH2:63][N:62]([C:65]([O:67][C:68]([CH3:71])([CH3:70])[CH3:69])=[O:66])[CH2:61][CH2:60]4)=[CH:34][CH:33]=3)[CH2:30][CH2:31]2)=[O:25])=[CH:22][CH:23]=1, predict the reactants needed to synthesize it. The reactants are: N(C(OC(C)(C)C)=O)=NC(OC(C)(C)C)=O.[F:17][C:18]1[CH:23]=[CH:22][C:21]([C:24]([N:26]2[CH2:31][CH2:30][N:29]([C:32]3[CH:37]=[CH:36][C:35]([OH:38])=[CH:34][CH:33]=3)[CH2:28][CH2:27]2)=[O:25])=[CH:20][CH:19]=1.C1(P(C2C=CC=CC=2)C2C=CC=CC=2)C=CC=CC=1.O[CH:59]1[CH2:64][CH2:63][N:62]([C:65]([O:67][C:68]([CH3:71])([CH3:70])[CH3:69])=[O:66])[CH2:61][CH2:60]1. (7) Given the product [CH3:12][O:13][CH:14]1[CH2:19][CH2:18][N:17]([C:2]2[N:7]3[N:8]=[C:9]([NH2:11])[N:10]=[C:6]3[CH:5]=[CH:4][CH:3]=2)[CH2:16][CH2:15]1, predict the reactants needed to synthesize it. The reactants are: Br[C:2]1[N:7]2[N:8]=[C:9]([NH2:11])[N:10]=[C:6]2[CH:5]=[CH:4][CH:3]=1.[CH3:12][O:13][CH:14]1[CH2:19][CH2:18][NH:17][CH2:16][CH2:15]1.C(=O)([O-])[O-].[Cs+].[Cs+].